This data is from Peptide-MHC class I binding affinity with 185,985 pairs from IEDB/IMGT. The task is: Regression. Given a peptide amino acid sequence and an MHC pseudo amino acid sequence, predict their binding affinity value. This is MHC class I binding data. (1) The MHC is HLA-B07:02 with pseudo-sequence HLA-B07:02. The binding affinity (normalized) is 0. The peptide sequence is SEGATPQDL. (2) The peptide sequence is MLMAASRAL. The MHC is HLA-B08:01 with pseudo-sequence HLA-B08:01. The binding affinity (normalized) is 0.659. (3) The MHC is HLA-A24:03 with pseudo-sequence HLA-A24:03. The binding affinity (normalized) is 0.0847. The peptide sequence is EIAQHGAWY. (4) The peptide sequence is RWASGVSEI. The MHC is HLA-A03:01 with pseudo-sequence HLA-A03:01. The binding affinity (normalized) is 0.0847. (5) The peptide sequence is DEVEFLGHY. The MHC is HLA-A02:02 with pseudo-sequence HLA-A02:02. The binding affinity (normalized) is 0.0446. (6) The peptide sequence is RVRRYQIAQY. The MHC is HLA-A11:01 with pseudo-sequence HLA-A11:01. The binding affinity (normalized) is 0.0623.